From a dataset of Forward reaction prediction with 1.9M reactions from USPTO patents (1976-2016). Predict the product of the given reaction. (1) Given the reactants C1C([C@H]2OC3C=C(O)C=C(O)C=3C(=O)C2)=CC(O)=C(O)C=1.[CH:22]1[C:27]([CH:28]2[O:38][C:37]3[C:32](=[C:33]([OH:40])[CH:34]=[C:35]([OH:39])[CH:36]=3)[C:30](=[O:31])[CH:29]2[OH:41])=[CH:26][C:25]([OH:42])=[C:24]([OH:43])[CH:23]=1, predict the reaction product. The product is: [CH:22]1[C:27]([C:28]2[O:38][C:37]3[CH:36]=[C:35]([OH:39])[CH:34]=[C:33]([OH:40])[C:32]=3[C:30](=[O:31])[C:29]=2[OH:41])=[CH:26][C:25]([OH:42])=[C:24]([OH:43])[CH:23]=1. (2) Given the reactants [Cl:1][C:2]1[N:10]=[CH:9][CH:8]=[CH:7][C:3]=1[C:4](Cl)=[O:5].[Cl:11][C:12]1[CH:24]=[C:23]([Cl:25])[CH:22]=[C:21]([Cl:26])[C:13]=1[O:14][CH2:15][C@@H:16]1[CH2:20][CH2:19][CH2:18][NH:17]1.C(N(CC)CC)C, predict the reaction product. The product is: [Cl:1][C:2]1[C:3]([C:4]([N:17]2[CH2:18][CH2:19][CH2:20][C@H:16]2[CH2:15][O:14][C:13]2[C:21]([Cl:26])=[CH:22][C:23]([Cl:25])=[CH:24][C:12]=2[Cl:11])=[O:5])=[CH:7][CH:8]=[CH:9][N:10]=1. (3) Given the reactants C(OC([N:6]1[C:15]2[C:10](=[N:11][C:12]([O:16][CH3:17])=[CH:13][CH:14]=2)[C@@H:9]([NH:18][C:19]2[N:24]=[C:23]([CH2:25][C:26]3[CH:31]=[C:30]([C:32]([F:35])([F:34])[F:33])[CH:29]=[C:28]([C:36]([F:39])([F:38])[F:37])[CH:27]=3)[C:22]([N:40]3[CH2:45][CH2:44][O:43][CH2:42][CH2:41]3)=[CH:21][N:20]=2)[CH2:8][C@H:7]1[CH2:46][CH3:47])=O)C.[OH-].[Na+], predict the reaction product. The product is: [F:35][C:32]([F:33])([F:34])[C:30]1[CH:31]=[C:26]([CH:27]=[C:28]([C:36]([F:37])([F:38])[F:39])[CH:29]=1)[CH2:25][C:23]1[C:22]([N:40]2[CH2:41][CH2:42][O:43][CH2:44][CH2:45]2)=[CH:21][N:20]=[C:19]([NH:18][C@@H:9]2[C:10]3[C:15](=[CH:14][CH:13]=[C:12]([O:16][CH3:17])[N:11]=3)[NH:6][C@H:7]([CH2:46][CH3:47])[CH2:8]2)[N:24]=1. (4) Given the reactants [CH:1]12[CH2:10][CH:5]3[CH2:6][CH:7]([CH2:9][CH:3]([CH2:4]3)[CH:2]1[N:11]1[C:14](=[O:15])[C:13]([CH3:17])([CH3:16])[NH:12]1)[CH2:8]2.[I:18][C:19]1[CH:26]=[CH:25][CH:24]=[CH:23][C:20]=1[CH2:21]Br, predict the reaction product. The product is: [I:18][C:19]1[CH:26]=[CH:25][CH:24]=[CH:23][C:20]=1[CH2:21][N:12]1[C:13]([CH3:17])([CH3:16])[C:14](=[O:15])[N:11]1[CH:2]1[CH:3]2[CH2:4][CH:5]3[CH2:6][CH:7]([CH2:8][CH:1]1[CH2:10]3)[CH2:9]2.